The task is: Predict the reaction yield, written as a fraction of the theoretical maximum amount of product (1.0 means a 100% yield; for example, 0.34 means a 34% yield).. This data is from Reaction yield outcomes from USPTO patents with 853,638 reactions. (1) The reactants are CN(C)C=O.[C:6]([C:10]1[CH:36]=[CH:35][C:13]([NH:14][C:15]2[CH:34]=[CH:33][C:18]([O:19][C:20]3[C:29]4[C:24](=[CH:25][C:26]([OH:32])=[C:27]([O:30][CH3:31])[CH:28]=4)[N:23]=[CH:22][CH:21]=3)=[CH:17][CH:16]=2)=[CH:12][CH:11]=1)([CH3:9])([CH3:8])[CH3:7].C(=O)([O-])[O-].[K+].[K+].Cl.Cl[CH2:45][CH2:46][N:47]1[CH2:52][CH2:51][O:50][CH2:49][CH2:48]1. The catalyst is C(OCC)(=O)C.O. The product is [C:6]([C:10]1[CH:36]=[CH:35][C:13]([NH:14][C:15]2[CH:34]=[CH:33][C:18]([O:19][C:20]3[C:29]4[C:24](=[CH:25][C:26]([O:32][CH2:45][CH2:46][N:47]5[CH2:52][CH2:51][O:50][CH2:49][CH2:48]5)=[C:27]([O:30][CH3:31])[CH:28]=4)[N:23]=[CH:22][CH:21]=3)=[CH:17][CH:16]=2)=[CH:12][CH:11]=1)([CH3:9])([CH3:7])[CH3:8]. The yield is 0.810. (2) The catalyst is O1CCCC1. The yield is 0.800. The product is [CH3:1][O:2][C:3]1[CH:4]=[C:5]2[C:10](=[CH:11][C:12]=1[O:13][CH3:14])[N:9]=[CH:8][CH:7]=[C:6]2[O:15][C:16]1[CH:17]=[CH:18][C:19]([NH:22][CH2:23][CH2:24][O:25][C:26]2[CH:27]=[CH:28][C:29]([CH3:32])=[CH:30][CH:31]=2)=[CH:20][CH:21]=1. The reactants are [CH3:1][O:2][C:3]1[CH:4]=[C:5]2[C:10](=[CH:11][C:12]=1[O:13][CH3:14])[N:9]=[CH:8][CH:7]=[C:6]2[O:15][C:16]1[CH:21]=[CH:20][C:19]([NH:22][C:23](=O)[CH2:24][O:25][C:26]2[CH:31]=[CH:30][C:29]([CH3:32])=[CH:28][CH:27]=2)=[CH:18][CH:17]=1.Cl.[OH-].[Na+].